Dataset: Peptide-MHC class II binding affinity with 134,281 pairs from IEDB. Task: Regression. Given a peptide amino acid sequence and an MHC pseudo amino acid sequence, predict their binding affinity value. This is MHC class II binding data. (1) The peptide sequence is FNSLISIAQHLVSDR. The MHC is DRB1_0404 with pseudo-sequence DRB1_0404. The binding affinity (normalized) is 0.428. (2) The peptide sequence is FEKMVSLLSVLLSMQ. The MHC is DRB1_0101 with pseudo-sequence DRB1_0101. The binding affinity (normalized) is 0.711. (3) The peptide sequence is RVIAQGPTATFEAMY. The MHC is DRB1_0901 with pseudo-sequence DRB1_0901. The binding affinity (normalized) is 0.404. (4) The peptide sequence is DLVANQPNLKALREK. The MHC is HLA-DQA10501-DQB10301 with pseudo-sequence HLA-DQA10501-DQB10301. The binding affinity (normalized) is 0. (5) The peptide sequence is MTETLLVQNANPDCKTIL. The MHC is DRB4_0101 with pseudo-sequence DRB4_0103. The binding affinity (normalized) is 0.129. (6) The peptide sequence is YDKFLANVSTVLTGQ. The MHC is DRB1_0405 with pseudo-sequence DRB1_0405. The binding affinity (normalized) is 0.675. (7) The peptide sequence is GRRSDAVIRVARSER. The MHC is H-2-IAd with pseudo-sequence H-2-IAd. The binding affinity (normalized) is 0.410.